The task is: Regression. Given a peptide amino acid sequence and an MHC pseudo amino acid sequence, predict their binding affinity value. This is MHC class I binding data.. This data is from Peptide-MHC class I binding affinity with 185,985 pairs from IEDB/IMGT. (1) The peptide sequence is KGEDGCWYGM. The MHC is HLA-A32:01 with pseudo-sequence HLA-A32:01. The binding affinity (normalized) is 0.303. (2) The peptide sequence is VTMVDKPTEL. The MHC is HLA-A02:01 with pseudo-sequence HLA-A02:01. The binding affinity (normalized) is 0.249.